From a dataset of NCI-60 drug combinations with 297,098 pairs across 59 cell lines. Regression. Given two drug SMILES strings and cell line genomic features, predict the synergy score measuring deviation from expected non-interaction effect. (1) Drug 1: CC=C1C(=O)NC(C(=O)OC2CC(=O)NC(C(=O)NC(CSSCCC=C2)C(=O)N1)C(C)C)C(C)C. Drug 2: C1=CC=C(C(=C1)C(C2=CC=C(C=C2)Cl)C(Cl)Cl)Cl. Cell line: RPMI-8226. Synergy scores: CSS=72.2, Synergy_ZIP=4.41, Synergy_Bliss=7.34, Synergy_Loewe=-58.7, Synergy_HSA=3.45. (2) Cell line: NCI-H226. Drug 1: CC1=C2C(C(=O)C3(C(CC4C(C3C(C(C2(C)C)(CC1OC(=O)C(C(C5=CC=CC=C5)NC(=O)OC(C)(C)C)O)O)OC(=O)C6=CC=CC=C6)(CO4)OC(=O)C)O)C)O. Synergy scores: CSS=19.0, Synergy_ZIP=-6.69, Synergy_Bliss=-2.22, Synergy_Loewe=-0.842, Synergy_HSA=-0.874. Drug 2: C1=NC(=NC(=O)N1C2C(C(C(O2)CO)O)O)N. (3) Drug 1: C1CN1P(=S)(N2CC2)N3CC3. Drug 2: CC1=C2C(C(=O)C3(C(CC4C(C3C(C(C2(C)C)(CC1OC(=O)C(C(C5=CC=CC=C5)NC(=O)C6=CC=CC=C6)O)O)OC(=O)C7=CC=CC=C7)(CO4)OC(=O)C)O)C)OC(=O)C. Cell line: CAKI-1. Synergy scores: CSS=30.1, Synergy_ZIP=-5.95, Synergy_Bliss=2.73, Synergy_Loewe=-6.45, Synergy_HSA=3.04.